Dataset: Forward reaction prediction with 1.9M reactions from USPTO patents (1976-2016). Task: Predict the product of the given reaction. (1) Given the reactants [CH:1]1[C:10]2[CH2:9][CH2:8][CH2:7][CH2:6][C:5]=2[CH:4]=[CH:3][C:2]=1[C:11]1[N:12]=[C:13]([CH:16]2[CH2:21][CH2:20][NH:19][CH2:18][CH2:17]2)[S:14][CH:15]=1.C([O:25][CH2:26][CH2:27][CH2:28][CH2:29]Br)(=O)C.[OH-].[Na+].Cl, predict the reaction product. The product is: [CH:1]1[C:10]2[CH2:9][CH2:8][CH2:7][CH2:6][C:5]=2[CH:4]=[CH:3][C:2]=1[C:11]1[N:12]=[C:13]([CH:16]2[CH2:17][CH2:18][N:19]([CH2:29][CH2:28][CH2:27][CH2:26][OH:25])[CH2:20][CH2:21]2)[S:14][CH:15]=1. (2) The product is: [OH:27][C:2]1[CH:3]=[C:4]([C:8]2([C:14]#[N:15])[CH2:13][CH2:12][O:11][CH2:10][CH2:9]2)[CH:5]=[CH:6][CH:7]=1. Given the reactants S[C:2]1[CH:3]=[C:4]([C:8]2([C:14]#[N:15])[CH2:13][CH2:12][O:11][CH2:10][CH2:9]2)[CH:5]=[CH:6][CH:7]=1.FC1C=C(C2(C#N)CC[O:27]CC2)C=C(S)C=1.FC1N=C(C2(C#N)CCOCC2)C=CC=1, predict the reaction product.